Dataset: Forward reaction prediction with 1.9M reactions from USPTO patents (1976-2016). Task: Predict the product of the given reaction. (1) The product is: [Br:1][C:2]1[CH:3]=[C:4]([CH2:8][C:10]2[S:11][C:12]([CH2:15][CH3:16])=[CH:13][CH:14]=2)[CH:5]=[CH:6][CH:7]=1. Given the reactants [Br:1][C:2]1[CH:3]=[C:4]([CH:8]([C:10]2[S:11][C:12]([CH2:15][CH3:16])=[CH:13][CH:14]=2)O)[CH:5]=[CH:6][CH:7]=1.C([SiH](CC)CC)C.B(F)(F)F.C(=O)([O-])O.[Na+], predict the reaction product. (2) Given the reactants [CH3:1][N:2]([CH3:50])[CH2:3][CH2:4][CH2:5][NH:6][CH2:7][C@:8]12[CH2:46][CH2:45][C@@H:44]([C:47]([CH3:49])=[CH2:48])[C@@H:9]1[C@@H:10]1[C@@:23]([CH3:26])([CH2:24][CH2:25]2)[C@@:22]2([CH3:27])[C@@H:13]([C@:14]3([CH3:43])[C@@H:19]([CH2:20][CH2:21]2)[C:18]([CH3:29])([CH3:28])[C:17]([C:30]2[CH:42]=[CH:41][C:33]([C:34]([O:36]C(C)(C)C)=[O:35])=[CH:32][CH:31]=2)=[CH:16][CH2:15]3)[CH2:12][CH2:11]1.C(O)(C(F)(F)F)=O, predict the reaction product. The product is: [CH3:50][N:2]([CH3:1])[CH2:3][CH2:4][CH2:5][NH:6][CH2:7][C@:8]12[CH2:46][CH2:45][C@@H:44]([C:47]([CH3:49])=[CH2:48])[C@@H:9]1[C@@H:10]1[C@@:23]([CH3:26])([CH2:24][CH2:25]2)[C@@:22]2([CH3:27])[C@@H:13]([C@:14]3([CH3:43])[C@@H:19]([CH2:20][CH2:21]2)[C:18]([CH3:29])([CH3:28])[C:17]([C:30]2[CH:31]=[CH:32][C:33]([C:34]([OH:36])=[O:35])=[CH:41][CH:42]=2)=[CH:16][CH2:15]3)[CH2:12][CH2:11]1. (3) The product is: [CH2:9]([O:1][C:2]1[CH:3]=[CH:4][C:5]([CH3:8])=[N:6][CH:7]=1)[C:10]1[CH:15]=[CH:14][CH:13]=[CH:12][CH:11]=1. Given the reactants [OH:1][C:2]1[CH:3]=[CH:4][C:5]([CH3:8])=[N:6][CH:7]=1.[CH2:9](Br)[C:10]1[CH:15]=[CH:14][CH:13]=[CH:12][CH:11]=1.C(=O)([O-])[O-].[Ca+2].[Cl-].[NH4+], predict the reaction product. (4) Given the reactants [C:1]([C:3]1[CH:8]=[C:7]([CH3:9])[C:6]([C:10]2[C:11](=[O:25])[CH2:12][CH:13]([CH2:18][CH:19]3[CH2:24][CH2:23][O:22][CH2:21][CH2:20]3)[CH2:14][C:15]=2[O:16][CH3:17])=[C:5]([CH3:26])[CH:4]=1)#[CH:2].[Cl:27]N1C(=O)CCC1=O, predict the reaction product. The product is: [Cl:27][C:2]#[C:1][C:3]1[CH:8]=[C:7]([CH3:9])[C:6]([C:10]2[C:11](=[O:25])[CH2:12][CH:13]([CH2:18][CH:19]3[CH2:20][CH2:21][O:22][CH2:23][CH2:24]3)[CH2:14][C:15]=2[O:16][CH3:17])=[C:5]([CH3:26])[CH:4]=1. (5) Given the reactants Br[C:2]1[S:6][C:5]([NH:7][C:8](=[O:22])[N:9]([CH:16]2[CH2:21][CH2:20][CH2:19][CH2:18][CH2:17]2)[CH:10]2[CH2:15][CH2:14][S:13][CH2:12][CH2:11]2)=[N:4][CH:3]=1.[CH2:23]([O:25][C:26]([C:28]1[N:29]([CH3:34])[C:30]([SH:33])=[N:31][CH:32]=1)=[O:27])[CH3:24], predict the reaction product. The product is: [CH2:23]([O:25][C:26]([C:28]1[N:29]([CH3:34])[C:30]([S:33][C:2]2[S:6][C:5]([NH:7][C:8]([N:9]([CH:16]3[CH2:21][CH2:20][CH2:19][CH2:18][CH2:17]3)[CH:10]3[CH2:15][CH2:14][S:13][CH2:12][CH2:11]3)=[O:22])=[N:4][CH:3]=2)=[N:31][CH:32]=1)=[O:27])[CH3:24]. (6) The product is: [NH2:7][CH2:8][CH2:9][NH:10][C:11]1[N:20]=[C:19]([N:21]([C:23]2[CH:24]=[CH:25][C:26]([O:29][CH3:30])=[CH:27][CH:28]=2)[CH3:22])[C:18]2[C:13](=[CH:14][CH:15]=[CH:16][CH:17]=2)[N:12]=1. Given the reactants C(OC(=O)[NH:7][CH2:8][CH2:9][NH:10][C:11]1[N:20]=[C:19]([N:21]([C:23]2[CH:28]=[CH:27][C:26]([O:29][CH3:30])=[CH:25][CH:24]=2)[CH3:22])[C:18]2[C:13](=[CH:14][CH:15]=[CH:16][CH:17]=2)[N:12]=1)(C)(C)C.ClC1N=C(N(C2C=CC(OC)=CC=2)C)C2C(=CC=CC=2)N=1.C(OC(=O)NCCN)(C)(C)C.CCN(CC)CC, predict the reaction product.